This data is from Full USPTO retrosynthesis dataset with 1.9M reactions from patents (1976-2016). The task is: Predict the reactants needed to synthesize the given product. (1) The reactants are: [F:1][CH:2]([F:18])[CH2:3][N:4]1[CH2:10][CH2:9][C:8]2[CH:11]=[C:12]([NH2:17])[C:13]([O:15][CH3:16])=[CH:14][C:7]=2[CH2:6][CH2:5]1.Cl[C:20]1[N:25]=[C:24]([NH:26][C@@H:27]2[C@@H:32]3[CH2:33][C@@H:29]([CH:30]=[CH:31]3)[C@@H:28]2[C:34]([NH2:36])=[O:35])[C:23]([Cl:37])=[CH:22][N:21]=1. Given the product [Cl:37][C:23]1[C:24]([NH:26][C@@H:27]2[C@@H:32]3[CH2:33][C@@H:29]([CH:30]=[CH:31]3)[C@@H:28]2[C:34]([NH2:36])=[O:35])=[N:25][C:20]([NH:17][C:12]2[C:13]([O:15][CH3:16])=[CH:14][C:7]3[CH2:6][CH2:5][N:4]([CH2:3][CH:2]([F:1])[F:18])[CH2:10][CH2:9][C:8]=3[CH:11]=2)=[N:21][CH:22]=1, predict the reactants needed to synthesize it. (2) Given the product [CH3:1][O:2][C:3]1[CH:8]=[CH:7][C:6]([C:9](=[O:10])[CH2:14][CH2:15][C:16]2[NH:20][N:19]=[C:18]([C:21]3[CH:22]=[CH:23][N:24]=[CH:25][CH:26]=3)[N:17]=2)=[CH:5][CH:4]=1, predict the reactants needed to synthesize it. The reactants are: [CH3:1][O:2][C:3]1[CH:8]=[CH:7][C:6]([C:9]2([CH2:14][CH2:15][C:16]3[NH:20][N:19]=[C:18]([C:21]4[CH:26]=[CH:25][N:24]=[CH:23][CH:22]=4)[N:17]=3)OCC[O:10]2)=[CH:5][CH:4]=1.CCO.Cl.